From a dataset of TCR-epitope binding with 47,182 pairs between 192 epitopes and 23,139 TCRs. Binary Classification. Given a T-cell receptor sequence (or CDR3 region) and an epitope sequence, predict whether binding occurs between them. (1) The TCR CDR3 sequence is CASIPPGGTEAFF. The epitope is LPRRSGAAGA. Result: 0 (the TCR does not bind to the epitope). (2) The epitope is KLFIRQEEV. The TCR CDR3 sequence is CASSLGVGNEQFF. Result: 0 (the TCR does not bind to the epitope). (3) The epitope is LEPLVDLPI. The TCR CDR3 sequence is CASHPQGLETQYF. Result: 0 (the TCR does not bind to the epitope). (4) Result: 1 (the TCR binds to the epitope). The epitope is QARQMVQAMRTIGTHP. The TCR CDR3 sequence is CASSSSFLGNQPQHF. (5) The epitope is GTSGSPIINR. The TCR CDR3 sequence is CASSAFSGFQETQYF. Result: 1 (the TCR binds to the epitope). (6) The epitope is LLFNKVTLA. The TCR CDR3 sequence is CASSPGSNTEAFF. Result: 0 (the TCR does not bind to the epitope). (7) The epitope is ALLADKFPV. The TCR CDR3 sequence is CASSQDRREQYF. Result: 0 (the TCR does not bind to the epitope).